This data is from Reaction yield outcomes from USPTO patents with 853,638 reactions. The task is: Predict the reaction yield, written as a fraction of the theoretical maximum amount of product (1.0 means a 100% yield; for example, 0.34 means a 34% yield). (1) The reactants are [Br:1][C:2]1[C:11]2[C:6](=[CH:7][C:8]([CH2:12]O)=[CH:9][CH:10]=2)[C:5](=[O:14])[N:4]([CH:15]([CH3:17])[CH3:16])[N:3]=1.C[Si]([Br:22])(C)C.[Li+].[Br-]. The catalyst is CC#N. The product is [Br:1][C:2]1[C:11]2[C:6](=[CH:7][C:8]([CH2:12][Br:22])=[CH:9][CH:10]=2)[C:5](=[O:14])[N:4]([CH:15]([CH3:17])[CH3:16])[N:3]=1. The yield is 0.440. (2) The reactants are [O:1]=[C:2]([CH2:8][CH3:9])[CH2:3][C:4]([O:6][CH3:7])=[O:5].[CH2:10](O)[CH2:11][OH:12].C1(C)C=CC(S(O)(=O)=O)=CC=1. The catalyst is C1(C)C=CC=CC=1. The yield is 0.425. The product is [CH2:8]([C:2]1([CH2:3][C:4]([O:6][CH3:7])=[O:5])[O:12][CH2:11][CH2:10][O:1]1)[CH3:9]. (3) The reactants are [CH3:1][O:2][C:3]1[CH:8]=[CH:7][C:6]([NH:9][C:10]2[C:19]3[C:14](=[CH:15][CH:16]=[C:17]([C:20](=[O:23])[NH:21][CH3:22])[CH:18]=3)[N:13]=[CH:12][C:11]=2[C:24]([OH:26])=[O:25])=[CH:5][CH:4]=1.[CH:27]1[CH:28]=CC2N(O)N=N[C:31]=2[CH:32]=1. The catalyst is CN(C1C=CN=CC=1)C.C(O)CCC. The product is [CH3:1][O:2][C:3]1[CH:8]=[CH:7][C:6]([NH:9][C:10]2[C:19]3[C:14](=[CH:15][CH:16]=[C:17]([C:20](=[O:23])[NH:21][CH3:22])[CH:18]=3)[N:13]=[CH:12][C:11]=2[C:24]([O:26][CH2:28][CH2:27][CH2:32][CH3:31])=[O:25])=[CH:5][CH:4]=1. The yield is 0.550. (4) The reactants are [CH:1]1[CH:6]=[CH:5][C:4]([CH2:7][C@H:8]([NH2:12])[C:9]([OH:11])=[O:10])=[CH:3][CH:2]=1.[C:13](Cl)(=[O:15])[CH3:14]. The catalyst is [OH-].[Na+].C([O-])([O-])=O.[Na+].[Na+]. The product is [C:13]([NH:12][C@@H:8]([CH:7]([C:1]1[CH:6]=[CH:5][CH:4]=[CH:3][CH:2]=1)[C:4]1[CH:3]=[CH:2][CH:1]=[CH:6][CH:5]=1)[C:9]([OH:11])=[O:10])(=[O:15])[CH3:14]. The yield is 0.600. (5) The reactants are Cl[C:2]1[N:3]=[CH:4][C:5]2[CH:10]=[C:9]([C:11]([N:13]([CH3:15])[CH3:14])=[O:12])[N:8]([CH:16]3[CH2:22][CH2:21][CH2:20][CH2:19][CH2:18][CH2:17]3)[C:6]=2[N:7]=1.[NH2:23][C:24]1[N:29]=[CH:28][C:27]([N:30]2[C:35](=[O:36])[CH2:34][C@H:33]3[CH2:37][N:38](C(OC(C)(C)C)=O)[CH2:39][C@H:32]3[CH2:31]2)=[CH:26][CH:25]=1. No catalyst specified. The product is [CH:16]1([N:8]2[C:6]3[N:7]=[C:2]([NH:23][C:24]4[CH:25]=[CH:26][C:27]([N:30]5[C:35](=[O:36])[CH2:34][C@H:33]6[CH2:37][NH:38][CH2:39][C@H:32]6[CH2:31]5)=[CH:28][N:29]=4)[N:3]=[CH:4][C:5]=3[CH:10]=[C:9]2[C:11]([N:13]([CH3:15])[CH3:14])=[O:12])[CH2:22][CH2:21][CH2:20][CH2:19][CH2:18][CH2:17]1. The yield is 0.860.